This data is from HIV replication inhibition screening data with 41,000+ compounds from the AIDS Antiviral Screen. The task is: Binary Classification. Given a drug SMILES string, predict its activity (active/inactive) in a high-throughput screening assay against a specified biological target. (1) The drug is NC(=O)C(=CN1C(=O)C(=Cc2ccccc2O)SC1=S)C(N)=O. The result is 0 (inactive). (2) The compound is O=C(O)c1cccc(Nc2ccccc2C(=O)O)c1. The result is 0 (inactive). (3) The drug is CC(C)C1=CC2=CC=C3C(C)(C)CC(=O)OC3(C)CC2=C(O)C1=O. The result is 0 (inactive). (4) The molecule is CC(C)(CCCCC(C)(C)C1NC(=O)N1)C1NC(=O)N1. The result is 0 (inactive). (5) The molecule is CC(C)=CCCC(C)=CCc1c(O)ccc2cc(-c3cc(O)cc(O)c3CC=C(C)C)oc12. The result is 0 (inactive). (6) The drug is Nc1nc(N)c(-c2ccc(Cl)cc2)c(CCC(=O)Nc2cccc(C(F)(F)F)c2)n1. The result is 0 (inactive).